From a dataset of Reaction yield outcomes from USPTO patents with 853,638 reactions. Predict the reaction yield, written as a fraction of the theoretical maximum amount of product (1.0 means a 100% yield; for example, 0.34 means a 34% yield). The reactants are [CH2:1]([N:5]1[CH:10]=[CH:9][C:8]([CH2:11]N(C)C)=[C:7]([OH:15])[C:6]1=[S:16])[CH2:2][CH2:3][CH3:4].IC. The catalyst is C(Cl)Cl. The product is [CH2:1]([N:5]1[CH:10]=[CH:9][C:8]([CH3:11])=[C:7]([OH:15])[C:6]1=[S:16])[CH2:2][CH2:3][CH3:4]. The yield is 0.700.